This data is from Catalyst prediction with 721,799 reactions and 888 catalyst types from USPTO. The task is: Predict which catalyst facilitates the given reaction. (1) Reactant: [C:1]([O:5][C:6](=[O:23])[C:7]([S:10][C:11]1[CH:12]=[C:13]2[C:17](=[CH:18][CH:19]=1)[CH2:16][CH:15]([NH:20][CH2:21][CH3:22])[CH2:14]2)([CH3:9])[CH3:8])([CH3:4])([CH3:3])[CH3:2].[F:24][C:25]([F:37])([F:36])[O:26][C:27]1[CH:32]=[CH:31][C:30]([N:33]=[C:34]=[O:35])=[CH:29][CH:28]=1. Product: [C:1]([O:5][C:6](=[O:23])[C:7]([S:10][C:11]1[CH:12]=[C:13]2[C:17](=[CH:18][CH:19]=1)[CH2:16][CH:15]([N:20]([CH2:21][CH3:22])[C:34]([NH:33][C:30]1[CH:31]=[CH:32][C:27]([O:26][C:25]([F:24])([F:36])[F:37])=[CH:28][CH:29]=1)=[O:35])[CH2:14]2)([CH3:9])[CH3:8])([CH3:2])([CH3:3])[CH3:4]. The catalyst class is: 2. (2) Reactant: [S:1]([C:5]1[CH:6]=[C:7]([N:19]=[C:20]=[S:21])[C:8]2[C:13]([CH:14]=1)=[CH:12][C:11]([S:15]([OH:18])(=[O:17])=[O:16])=[CH:10][CH:9]=2)([OH:4])(=[O:3])=[O:2].[Na:22].C1C=C2C(C(O)(O)C(=O)C2=CC=1)=O.C[N:37](C)CC=C. Product: [S:1]([C:5]1[CH:6]=[C:7]([NH:19][C:20]([NH2:37])=[S:21])[C:8]2[C:13]([CH:14]=1)=[CH:12][C:11]([S:15]([OH:18])(=[O:16])=[O:17])=[CH:10][CH:9]=2)([OH:4])(=[O:3])=[O:2].[Na:22]. The catalyst class is: 6. (3) Reactant: C(OC(=O)[NH:10][CH2:11][CH2:12][CH2:13][CH2:14][CH2:15][C:16]1[N:20]([CH2:21][CH2:22][CH3:23])[C:19]2[CH:24]=[C:25]([C:28]#[N:29])[CH:26]=[CH:27][C:18]=2[N:17]=1)C1C=CC=CC=1. Product: [NH2:10][CH2:11][CH2:12][CH2:13][CH2:14][CH2:15][C:16]1[N:20]([CH2:21][CH2:22][CH3:23])[C:19]2[CH:24]=[C:25]([C:28]#[N:29])[CH:26]=[CH:27][C:18]=2[N:17]=1. The catalyst class is: 178. (4) Reactant: [OH:1][CH2:2][CH:3]1[CH2:8][CH2:7][N:6]([C:9]([O:11][C:12]([CH3:15])([CH3:14])[CH3:13])=[O:10])[CH2:5][CH2:4]1.CN1CCOCC1.Cl[C:24]([O:26][C:27]1[CH:32]=[CH:31][C:30]([N+:33]([O-:35])=[O:34])=[CH:29][CH:28]=1)=[O:25]. Product: [C:24](=[O:25])([O:26][C:27]1[CH:28]=[CH:29][C:30]([N+:33]([O-:35])=[O:34])=[CH:31][CH:32]=1)[O:1][CH2:2][CH:3]1[CH2:8][CH2:7][N:6]([C:9]([O:11][C:12]([CH3:15])([CH3:14])[CH3:13])=[O:10])[CH2:5][CH2:4]1. The catalyst class is: 2. (5) Reactant: [F:1][C:2]1([F:18])[CH2:5][CH:4]([C:6]([CH:8]2[C:13](=[O:14])[O:12][C:11]([CH3:16])([CH3:15])[O:10][C:9]2=[O:17])=O)[CH2:3]1.C(O)(=O)C.[BH4-].[Na+]. Product: [F:18][C:2]1([F:1])[CH2:5][CH:4]([CH2:6][CH:8]2[C:9](=[O:17])[O:10][C:11]([CH3:16])([CH3:15])[O:12][C:13]2=[O:14])[CH2:3]1. The catalyst class is: 1. (6) Reactant: C(OC([N:8]1[CH2:13][CH2:12][CH:11]([CH2:14][O:15][C:16]2[CH:25]=[CH:24][CH:23]=[C:22]3[C:17]=2[C:18]([NH2:27])=[N:19][C:20]([NH2:26])=[N:21]3)[CH2:10][CH2:9]1)=O)(C)(C)C.Cl. Product: [NH:8]1[CH2:13][CH2:12][CH:11]([CH2:14][O:15][C:16]2[CH:25]=[CH:24][CH:23]=[C:22]3[C:17]=2[C:18]([NH2:27])=[N:19][C:20]([NH2:26])=[N:21]3)[CH2:10][CH2:9]1. The catalyst class is: 12.